The task is: Predict the reactants needed to synthesize the given product.. This data is from Full USPTO retrosynthesis dataset with 1.9M reactions from patents (1976-2016). (1) The reactants are: OC1C(=O)NN=C(CCC2C=CC=CC=2)C=1.C([O:24][C:25]1[N:26]=[N:27][C:28]([CH2:39][C:40]2[CH:45]=[CH:44][CH:43]=[C:42]([CH3:46])[CH:41]=2)=[CH:29][C:30]=1[O:31]CC1C=CC=CC=1)C1C=CC=CC=1.O1CCCC1. Given the product [CH3:46][C:42]1[CH:41]=[C:40]([CH:45]=[CH:44][CH:43]=1)[CH2:39][C:28]1[CH:29]=[C:30]([OH:31])[C:25](=[O:24])[NH:26][N:27]=1, predict the reactants needed to synthesize it. (2) The reactants are: [O:1]=[C:2]1[N:8]([CH:9]2[CH2:14][CH2:13][N:12]([C:15]([O:17][C@@H:18]([C:29](=[O:45])[NH:30][CH2:31][CH2:32][CH2:33][CH2:34][CH2:35][CH2:36][NH:37]C(OC(C)(C)C)=O)[CH2:19][C:20]3[CH:25]=[C:24]([CH3:26])[C:23]([OH:27])=[C:22]([CH3:28])[CH:21]=3)=[O:16])[CH2:11][CH2:10]2)[CH2:7][CH2:6][C:5]2[CH:46]=[CH:47][CH:48]=[CH:49][C:4]=2[NH:3]1. Given the product [O:1]=[C:2]1[N:8]([CH:9]2[CH2:10][CH2:11][N:12]([C:15]([O:17][C@@H:18]([C:29](=[O:45])[NH:30][CH2:31][CH2:32][CH2:33][CH2:34][CH2:35][CH2:36][NH2:37])[CH2:19][C:20]3[CH:25]=[C:24]([CH3:26])[C:23]([OH:27])=[C:22]([CH3:28])[CH:21]=3)=[O:16])[CH2:13][CH2:14]2)[CH2:7][CH2:6][C:5]2[CH:46]=[CH:47][CH:48]=[CH:49][C:4]=2[NH:3]1, predict the reactants needed to synthesize it. (3) Given the product [O:21]=[C:15]1[CH:14]([N:8]2[CH2:7][C:6]3[C:10](=[CH:11][CH:12]=[C:4]([CH2:3][NH:2][C:29]([C:24]4[CH:25]=[CH:26][CH:27]=[CH:28][N:23]=4)=[O:30])[CH:5]=3)[C:9]2=[O:13])[CH2:19][CH2:18][C:17](=[O:20])[NH:16]1, predict the reactants needed to synthesize it. The reactants are: Cl.[NH2:2][CH2:3][C:4]1[CH:5]=[C:6]2[C:10](=[CH:11][CH:12]=1)[C:9](=[O:13])[N:8]([CH:14]1[CH2:19][CH2:18][C:17](=[O:20])[NH:16][C:15]1=[O:21])[CH2:7]2.Cl.[N:23]1[CH:28]=[CH:27][CH:26]=[CH:25][C:24]=1[C:29](Cl)=[O:30].C(N(CC)CC)C.O. (4) Given the product [N:26]1([C:32]2[CH:33]=[C:34]([CH:38]([N:1]3[CH:5]=[C:4]([C:6]4[C:7]5[CH:14]=[CH:13][N:12]([CH2:15][O:16][CH2:17][CH2:18][Si:19]([CH3:22])([CH3:21])[CH3:20])[C:8]=5[N:9]=[CH:10][N:11]=4)[CH:3]=[N:2]3)[CH2:39][C:40]#[N:41])[CH:35]=[N:36][CH:37]=2)[CH2:31][CH2:30][O:29][CH2:28][CH2:27]1, predict the reactants needed to synthesize it. The reactants are: [NH:1]1[CH:5]=[C:4]([C:6]2[C:7]3[CH:14]=[CH:13][N:12]([CH2:15][O:16][CH2:17][CH2:18][Si:19]([CH3:22])([CH3:21])[CH3:20])[C:8]=3[N:9]=[CH:10][N:11]=2)[CH:3]=[N:2]1.C(#N)C.[N:26]1([C:32]2[CH:33]=[C:34]([CH:38]=[CH:39][C:40]#[N:41])[CH:35]=[N:36][CH:37]=2)[CH2:31][CH2:30][O:29][CH2:28][CH2:27]1.C1CCN2C(=NCCC2)CC1. (5) Given the product [CH2:10]([N:6]1[C:7]([CH3:9])=[CH:8][C:4]([C:1]([CH2:2][C@H:26]2[NH:29][C:28](=[O:30])[C@@H:27]2[C@H:31]([O:33][Si:34]([C:37]([CH3:38])([CH3:40])[CH3:39])([CH3:36])[CH3:35])[CH3:32])=[O:3])=[N:5]1)[CH3:11], predict the reactants needed to synthesize it. The reactants are: [C:1]([C:4]1[CH:8]=[C:7]([CH3:9])[N:6]([CH2:10][CH3:11])[N:5]=1)(=[O:3])[CH3:2].C[Si]([N-][Si](C)(C)C)(C)C.[Li+].C(O[C@H:26]1[NH:29][C:28](=[O:30])[C@@H:27]1[C@H:31]([O:33][Si:34]([C:37]([CH3:40])([CH3:39])[CH3:38])([CH3:36])[CH3:35])[CH3:32])(=O)C.[Cl-].[NH4+]. (6) Given the product [CH2:1]([CH:15]1[CH2:16][C:17]2[CH:30]=[CH:29][CH:28]=[CH:27][C:18]=2[C:19]2[CH:26]=[CH:25][CH:24]=[CH:23][C:20]=2[CH2:21]1)[CH2:2][CH2:3][CH2:4][CH2:5][CH2:6][CH2:7][CH2:8][CH2:9][CH2:10][CH2:11][CH2:12][CH2:13][CH3:14], predict the reactants needed to synthesize it. The reactants are: [CH2:1]([CH:15]1[C:21](=O)[C:20]2[CH:23]=[CH:24][CH:25]=[CH:26][C:19]=2[C:18]2[CH:27]=[CH:28][CH:29]=[CH:30][C:17]=2[C:16]1=O)[CH2:2][CH2:3][CH2:4][CH2:5][CH2:6][CH2:7][CH2:8][CH2:9][CH2:10][CH2:11][CH2:12][CH2:13][CH3:14].C([SiH](CC)CC)C. (7) Given the product [O:22]1[CH2:28][CH2:27][CH2:26][O:25][C:24]2[CH:29]=[C:30]([C:33]([C:35]3[CH:36]=[C:37]([O:43][CH3:44])[CH:38]=[C:39]([O:41][CH3:42])[CH:40]=3)=[CH:9][C:10]#[N:11])[CH:31]=[CH:32][C:23]1=2, predict the reactants needed to synthesize it. The reactants are: C(OP([CH2:9][C:10]#[N:11])(=O)OCC)C.C[Si]([N-][Si](C)(C)C)(C)C.[Li+].[O:22]1[CH2:28][CH2:27][CH2:26][O:25][C:24]2[CH:29]=[C:30]([C:33]([C:35]3[CH:40]=[C:39]([O:41][CH3:42])[CH:38]=[C:37]([O:43][CH3:44])[CH:36]=3)=O)[CH:31]=[CH:32][C:23]1=2.